Dataset: Forward reaction prediction with 1.9M reactions from USPTO patents (1976-2016). Task: Predict the product of the given reaction. (1) Given the reactants [C:1]([O:5][C:6]([N:8]1[CH2:13][C@H:12]([CH2:14][OH:15])[NH:11][CH2:10][C@H:9]1[CH3:16])=[O:7])([CH3:4])([CH3:3])[CH3:2].[CH:17](=O)[C:18]1[CH:23]=[CH:22][CH:21]=[CH:20][CH:19]=1.C(O[BH-](OC(=O)C)OC(=O)C)(=O)C.[Na+], predict the reaction product. The product is: [C:1]([O:5][C:6]([N:8]1[CH2:13][C@H:12]([CH2:14][OH:15])[N:11]([CH2:17][C:18]2[CH:23]=[CH:22][CH:21]=[CH:20][CH:19]=2)[CH2:10][C@H:9]1[CH3:16])=[O:7])([CH3:4])([CH3:3])[CH3:2]. (2) Given the reactants [CH2:1]([O:8][C:9]1[CH:10]=[C:11]([S:15][C:16]2[CH:21]=[CH:20][C:19]([CH2:22][CH2:23][CH2:24][CH2:25][C:26]([NH:44][C:45]([O:47][C:48]([CH3:51])([CH3:50])[CH3:49])=[O:46])([CH2:35][O:36][Si](C(C)(C)C)(C)C)[CH:27]=[CH:28][P:29](=[O:34])([O:32][CH3:33])[O:30][CH3:31])=[C:18]([Cl:52])[CH:17]=2)[CH:12]=[CH:13][CH:14]=1)[C:2]1[CH:7]=[CH:6][CH:5]=[CH:4][CH:3]=1.CCCC[N+](CCCC)(CCCC)CCCC.[F-].O1CCCC1.O, predict the reaction product. The product is: [CH2:1]([O:8][C:9]1[CH:10]=[C:11]([S:15][C:16]2[CH:21]=[CH:20][C:19]([CH2:22][CH2:23][CH2:24][CH2:25][C:26]([NH:44][C:45]([O:47][C:48]([CH3:50])([CH3:49])[CH3:51])=[O:46])([CH2:35][OH:36])[CH2:27][CH2:28][P:29](=[O:34])([O:32][CH3:33])[O:30][CH3:31])=[C:18]([Cl:52])[CH:17]=2)[CH:12]=[CH:13][CH:14]=1)[C:2]1[CH:7]=[CH:6][CH:5]=[CH:4][CH:3]=1. (3) The product is: [C:1]([NH:4][C@@H:5]1[CH2:9][C@H:8]([C:10]([OH:12])=[O:11])[C@H:7]([CH2:15][CH3:16])[CH2:6]1)(=[O:3])[CH3:2]. Given the reactants [C:1]([NH:4][C@@H:5]1[CH2:9][C@H:8]([C:10]([O:12]CC)=[O:11])[C@H:7]([CH2:15][CH3:16])[CH2:6]1)(=[O:3])[CH3:2].[OH-].[Na+], predict the reaction product. (4) Given the reactants [N:1]([C@@H:4]([C@H:8]([C:10]1[CH:15]=[CH:14][C:13]([F:16])=[CH:12][CH:11]=1)[CH3:9])[C:5]([OH:7])=[O:6])=[N+]=[N-].C(=O)(O)[O-].[Na+].[C:22](O[C:22]([O:24][C:25]([CH3:28])([CH3:27])[CH3:26])=[O:23])([O:24][C:25]([CH3:28])([CH3:27])[CH3:26])=[O:23].Cl, predict the reaction product. The product is: [C:25]([O:24][C:22]([NH:1][C@H:4]([C:5]([OH:7])=[O:6])[C@@H:8]([CH3:9])[C:10]1[CH:15]=[CH:14][C:13]([F:16])=[CH:12][CH:11]=1)=[O:23])([CH3:28])([CH3:27])[CH3:26]. (5) Given the reactants Cl[C:2]1[CH:7]=[C:6]([O:8][CH2:9][C:10]#[C:11][CH3:12])[N:5]=[CH:4][N:3]=1.[C:13]1([SH:19])[CH:18]=[CH:17][CH:16]=[CH:15][CH:14]=1.[Cl-].[NH4+], predict the reaction product. The product is: [CH2:9]([O:8][C:6]1[CH:7]=[C:2]([S:19][C:13]2[CH:18]=[CH:17][CH:16]=[CH:15][CH:14]=2)[N:3]=[CH:4][N:5]=1)[C:10]#[C:11][CH3:12]. (6) The product is: [C:1]1([C:7]2[S:11][CH:10]=[C:9]([N:12]3[S:18](=[O:21])(=[O:20])[NH:19][C:14](=[O:15])[CH2:13]3)[CH:8]=2)[CH:6]=[CH:5][CH:4]=[CH:3][CH:2]=1. Given the reactants [C:1]1([C:7]2[S:11][CH:10]=[C:9]([N:12]([S:18](=[O:21])(=[O:20])[NH2:19])[CH2:13][C:14](OC)=[O:15])[CH:8]=2)[CH:6]=[CH:5][CH:4]=[CH:3][CH:2]=1.[H-].[Na+], predict the reaction product.